Predict the product of the given reaction. From a dataset of Forward reaction prediction with 1.9M reactions from USPTO patents (1976-2016). (1) Given the reactants [CH3:1][O:2][C:3]1[C:8]2[CH2:9][CH2:10][CH2:11][CH:12]([N:14]3[CH2:19][CH2:18][N:17]([CH2:20][CH2:21][OH:22])[CH2:16][CH2:15]3)[CH2:13][C:7]=2[CH:6]=[CH:5][C:4]=1[N+:23]([O-])=O, predict the reaction product. The product is: [NH2:23][C:4]1[CH:5]=[CH:6][C:7]2[CH2:13][CH:12]([N:14]3[CH2:15][CH2:16][N:17]([CH2:20][CH2:21][OH:22])[CH2:18][CH2:19]3)[CH2:11][CH2:10][CH2:9][C:8]=2[C:3]=1[O:2][CH3:1]. (2) Given the reactants I[C:2]1[CH:3]=[N:4][C:5]([N:8]2[CH2:13][CH2:12][N:11]([C:14]([C:16]3[CH:21]=[CH:20][CH:19]=[CH:18][C:17]=3[C:22]([F:25])([F:24])[F:23])=[O:15])[CH2:10][CH2:9]2)=[N:6][CH:7]=1.[CH3:26][C:27]([OH:31])([C:29]#[CH:30])[CH3:28], predict the reaction product. The product is: [OH:31][C:27]([CH3:28])([CH3:26])[C:29]#[C:30][C:2]1[CH:3]=[N:4][C:5]([N:8]2[CH2:13][CH2:12][N:11]([C:14]([C:16]3[CH:21]=[CH:20][CH:19]=[CH:18][C:17]=3[C:22]([F:25])([F:24])[F:23])=[O:15])[CH2:10][CH2:9]2)=[N:6][CH:7]=1. (3) Given the reactants [OH:1][CH2:2][CH2:3][CH2:4][N:5]1[CH:9]=[C:8]([C:10]2[CH:11]=[CH:12][C:13]([NH:21][C:22]3[C:27]([C:28]([F:31])([F:30])[F:29])=[CH:26][N:25]=[C:24]([NH:32][C:33]4[CH:47]=[CH:46][C:36]([CH2:37][P:38](=[O:45])([O:42][CH2:43][CH3:44])[O:39][CH2:40][CH3:41])=[CH:35][C:34]=4[O:48][CH3:49])[N:23]=3)=[C:14]3[C:18]=2[CH2:17][N:16](C)[C:15]3=[O:20])[CH:7]=[N:6]1.NC1C(C(NC)=O)=C([Cl:61])C(C2C=NN(CCCO)C=2)=CC=1, predict the reaction product. The product is: [Cl:61][C:18]1[C:14]([C:15](=[O:20])[NH:16][CH3:17])=[C:13]([NH:21][C:22]2[C:27]([C:28]([F:31])([F:30])[F:29])=[CH:26][N:25]=[C:24]([NH:32][C:33]3[CH:47]=[CH:46][C:36]([CH2:37][P:38](=[O:45])([O:42][CH2:43][CH3:44])[O:39][CH2:40][CH3:41])=[CH:35][C:34]=3[O:48][CH3:49])[N:23]=2)[CH:12]=[CH:11][C:10]=1[C:8]1[CH:7]=[N:6][N:5]([CH2:4][CH2:3][CH2:2][OH:1])[CH:9]=1. (4) Given the reactants C[N+]1([O-])[CH2:7][CH2:6][O:5]CC1.[CH3:9][C:10]([CH3:12])=O.[OH2:13].N1[CH:19]=[CH:18][CH:17]=[CH:16][CH:15]=1, predict the reaction product. The product is: [CH3:15][C@:16]1([OH:13])[C@@H:6]([OH:5])[CH2:7][C@@H:19]2[C:10]([CH3:12])([CH3:9])[C@H:17]1[CH2:18]2. (5) Given the reactants [CH2:1]1[O:4][CH:2]1[CH3:3].O[C:6]1[CH:16]=[CH:15][CH:14]=[C:8]2[C:9]([NH:11][C:12](=[O:13])[C:7]=12)=[O:10].C(N(CC)CC)C.CN(C=[O:28])C, predict the reaction product. The product is: [OH:28][CH:2]([CH3:3])[CH2:1][O:4][N:11]1[C:9](=[O:10])[C:8]2[C:7](=[CH:6][CH:16]=[CH:15][CH:14]=2)[C:12]1=[O:13].